From a dataset of Catalyst prediction with 721,799 reactions and 888 catalyst types from USPTO. Predict which catalyst facilitates the given reaction. (1) Product: [CH2:7]([N:14]1[CH2:15][CH:20]2[C:1](=[O:6])[CH2:2][CH2:3][CH:4]2[CH2:5]1)[C:8]1[CH:9]=[CH:10][CH:11]=[CH:12][CH:13]=1. Reactant: [C:1]1(=[O:6])[CH2:5][CH2:4][CH:3]=[CH:2]1.[CH2:7]([NH:14][CH:15]([CH2:20]OC)[Si](C)(C)C)[C:8]1[CH:13]=[CH:12][CH:11]=[CH:10][CH:9]=1.FC(F)(F)C(O)=O. The catalyst class is: 503. (2) Reactant: [NH2:1][C@H:2]([CH2:11][O:12][CH2:13][O:14][CH3:15])[CH2:3][C:4]([O:6][C:7]([CH3:10])([CH3:9])[CH3:8])=[O:5].C(N(C(C)C)CC)(C)C.Br[CH2:26][C:27]([O:29][CH3:30])=[O:28].Cl[C:32]([O:34][CH2:35][CH:36]=[CH2:37])=[O:33]. Product: [CH2:35]([O:34][C:32]([N:1]([CH2:26][C:27]([O:29][CH3:30])=[O:28])[C@H:2]([CH2:11][O:12][CH2:13][O:14][CH3:15])[CH2:3][C:4]([O:6][C:7]([CH3:10])([CH3:8])[CH3:9])=[O:5])=[O:33])[CH:36]=[CH2:37]. The catalyst class is: 24. (3) The catalyst class is: 12. Reactant: Cl[C:2]1[N:7]=[C:6]([NH:8][C:9]2[CH:10]=[C:11]3[C:16](=[CH:17][CH:18]=2)[N:15]=[CH:14][CH:13]=[CH:12]3)[C:5]([N+:19]([O-:21])=[O:20])=[CH:4][N:3]=1.[CH3:22][N:23]1[CH2:28][CH2:27][CH:26]([N:29]2[CH:33]=[C:32]([NH2:34])[CH:31]=[N:30]2)[CH2:25][CH2:24]1.CCN(C(C)C)C(C)C. Product: [CH3:22][N:23]1[CH2:24][CH2:25][CH:26]([N:29]2[CH:33]=[C:32]([NH:34][C:2]3[N:7]=[C:6]([NH:8][C:9]4[CH:10]=[C:11]5[C:16](=[CH:17][CH:18]=4)[N:15]=[CH:14][CH:13]=[CH:12]5)[C:5]([N+:19]([O-:21])=[O:20])=[CH:4][N:3]=3)[CH:31]=[N:30]2)[CH2:27][CH2:28]1. (4) Reactant: [C:1]([O:5][C:6](=[O:14])[CH2:7][CH:8]([CH2:12][SH:13])[C:9]([OH:11])=[O:10])([CH3:4])([CH3:3])[CH3:2].[C:15]1([C:21](Cl)([C:28]2[CH:33]=[CH:32][CH:31]=[CH:30][CH:29]=2)[C:22]2[CH:27]=[CH:26][CH:25]=[CH:24][CH:23]=2)[CH:20]=[CH:19][CH:18]=[CH:17][CH:16]=1. Product: [C:1]([O:5][C:6](=[O:14])[CH2:7][CH:8]([CH2:12][S:13][C:21]([C:15]1[CH:20]=[CH:19][CH:18]=[CH:17][CH:16]=1)([C:28]1[CH:29]=[CH:30][CH:31]=[CH:32][CH:33]=1)[C:22]1[CH:23]=[CH:24][CH:25]=[CH:26][CH:27]=1)[C:9]([OH:11])=[O:10])([CH3:4])([CH3:2])[CH3:3]. The catalyst class is: 1. (5) Reactant: [CH:1]([C:3]1[CH:11]=[CH:10][C:6]([C:7]([OH:9])=[O:8])=[CH:5][C:4]=1[OH:12])=[O:2].[C:13](OC(O[C:13]([CH3:16])([CH3:15])[CH3:14])N(C)C)([CH3:16])([CH3:15])[CH3:14]. Product: [CH:1]([C:3]1[CH:11]=[CH:10][C:6]([C:7]([O:9][C:13]([CH3:16])([CH3:15])[CH3:14])=[O:8])=[CH:5][C:4]=1[OH:12])=[O:2]. The catalyst class is: 7. (6) Reactant: [H-].[Na+].[Br:3][C:4]1[CH:5]=[C:6]([C:19]([O:21][C:22]([CH3:25])([CH3:24])[CH3:23])=[O:20])[C:7]2[C:8]3[CH:17]4[NH:18][CH:14]([CH2:15][CH2:16]4)[CH2:13][C:9]=3[NH:10][C:11]=2[CH:12]=1.[CH3:26]I. Product: [Br:3][C:4]1[CH:5]=[C:6]([C:19]([O:21][C:22]([CH3:25])([CH3:24])[CH3:23])=[O:20])[C:7]2[C:8]3[CH:17]4[NH:18][CH:14]([CH2:15][CH2:16]4)[CH2:13][C:9]=3[N:10]([CH3:26])[C:11]=2[CH:12]=1. The catalyst class is: 3. (7) Reactant: [Si]([O:8][CH2:9][CH2:10][C:11]1([S:14]([NH:17][C:18]2[C:19]([NH:29][C:30]3[CH:35]=[CH:34][C:33]([I:36])=[CH:32][C:31]=3[F:37])=[C:20]([Cl:28])[CH:21]3[N:26]=[CH:25][N:24]([CH3:27])[CH:22]3[N:23]=2)(=[O:16])=[O:15])[CH2:13][CH2:12]1)(C(C)(C)C)(C)C.Cl. Product: [Cl:28][C:20]1[CH:21]2[N:26]=[CH:25][N:24]([CH3:27])[CH:22]2[N:23]=[C:18]([NH:17][S:14]([C:11]2([CH2:10][CH2:9][OH:8])[CH2:13][CH2:12]2)(=[O:16])=[O:15])[C:19]=1[NH:29][C:30]1[CH:35]=[CH:34][C:33]([I:36])=[CH:32][C:31]=1[F:37]. The catalyst class is: 1. (8) The catalyst class is: 31. Reactant: [N+:1]([C:4]1[CH:5]=[N:6][NH:7][CH:8]=1)([O-:3])=[O:2].I[CH3:10].[H-].[Na+].O. Product: [CH3:10][N:6]1[CH:5]=[C:4]([N+:1]([O-:3])=[O:2])[CH:8]=[N:7]1. (9) Reactant: [NH2:1][C:2]1[CH:7]=[CH:6][C:5]([N:8]2[C:12]([CH2:13][CH2:14][CH3:15])=[C:11]([C:16]([NH:18][CH:19]3[CH2:21][CH2:20]3)=[O:17])[N:10]=[N:9]2)=[CH:4][CH:3]=1.[CH2:22]([N:24]=[C:25]=[O:26])[CH3:23]. Product: [CH:19]1([NH:18][C:16]([C:11]2[N:10]=[N:9][N:8]([C:5]3[CH:6]=[CH:7][C:2]([NH:1][C:25]([NH:24][CH2:22][CH3:23])=[O:26])=[CH:3][CH:4]=3)[C:12]=2[CH2:13][CH2:14][CH3:15])=[O:17])[CH2:20][CH2:21]1. The catalyst class is: 166.